This data is from TCR-epitope binding with 47,182 pairs between 192 epitopes and 23,139 TCRs. The task is: Binary Classification. Given a T-cell receptor sequence (or CDR3 region) and an epitope sequence, predict whether binding occurs between them. (1) The epitope is YEGNSPFHPL. The TCR CDR3 sequence is CASYGYTF. Result: 0 (the TCR does not bind to the epitope). (2) The epitope is VVYRGTTTY. The TCR CDR3 sequence is CASSFRTTTYNEQFF. Result: 0 (the TCR does not bind to the epitope). (3) The epitope is RLDKVEAEV. The TCR CDR3 sequence is CASSSRTGGRNTEAFF. Result: 0 (the TCR does not bind to the epitope). (4) The epitope is WICLLQFAY. The TCR CDR3 sequence is CSVEEGPDEQYF. Result: 0 (the TCR does not bind to the epitope). (5) The epitope is RPPIFIRRL. The TCR CDR3 sequence is CASSMWTGDNEQFF. Result: 0 (the TCR does not bind to the epitope). (6) The epitope is IPIQASLPF. The TCR CDR3 sequence is CASSLISWTAFYNEQFF. Result: 1 (the TCR binds to the epitope).